This data is from Forward reaction prediction with 1.9M reactions from USPTO patents (1976-2016). The task is: Predict the product of the given reaction. (1) Given the reactants [CH3:1][C:2]1[CH:7]=[CH:6][N:5]=[C:4]([N:8]2[CH2:13][CH2:12][N:11](C(OC(C)(C)C)=O)[CH2:10][CH2:9]2)[N:3]=1.C(Cl)[Cl:22], predict the reaction product. The product is: [ClH:22].[ClH:22].[CH3:1][C:2]1[CH:7]=[CH:6][N:5]=[C:4]([N:8]2[CH2:9][CH2:10][NH:11][CH2:12][CH2:13]2)[N:3]=1. (2) Given the reactants C([CH2:4][NH:5][C:6]1[CH:14]=[CH:13][C:12]([Cl:15])=[CH:11][C:7]=1[C:8](O)=O)(O)=O.[C:16]([O-:19])(=[O:18])[CH3:17].[Na+].C(O[C:25](=[O:27])[CH3:26])(=O)C, predict the reaction product. The product is: [C:25]([N:5]1[C:6]2[C:7](=[CH:11][C:12]([Cl:15])=[CH:13][CH:14]=2)[C:8]([O:18][C:16](=[O:19])[CH3:17])=[CH:4]1)(=[O:27])[CH3:26]. (3) Given the reactants [NH2:1][C:2]1[CH:3]=[C:4]([CH:15]=[CH:16][C:17]=1[NH2:18])[C:5]([NH:7][C:8]1[CH:13]=[CH:12][CH:11]=[C:10]([Cl:14])[CH:9]=1)=[O:6].[CH2:19]([O:21][C:22](=[O:33])[NH:23][C:24]1[CH:29]=[CH:28][C:27]([CH:30]=O)=[C:26]([CH3:32])[CH:25]=1)[CH3:20], predict the reaction product. The product is: [CH2:19]([O:21][C:22](=[O:33])[NH:23][C:24]1[CH:29]=[CH:28][C:27]([C:30]2[NH:1][C:2]3[CH:3]=[C:4]([C:5](=[O:6])[NH:7][C:8]4[CH:13]=[CH:12][CH:11]=[C:10]([Cl:14])[CH:9]=4)[CH:15]=[CH:16][C:17]=3[N:18]=2)=[C:26]([CH3:32])[CH:25]=1)[CH3:20]. (4) Given the reactants [NH2:1][CH2:2][CH2:3][NH:4][C:5]([NH:7][C:8]1[C:13]([Cl:14])=[CH:12][CH:11]=[CH:10][C:9]=1[Cl:15])=S.[OH-].[Na+], predict the reaction product. The product is: [Cl:15][C:9]1[CH:10]=[CH:11][CH:12]=[C:13]([Cl:14])[C:8]=1[N:7]=[C:5]1[NH:4][CH2:3][CH2:2][NH:1]1.